From a dataset of Full USPTO retrosynthesis dataset with 1.9M reactions from patents (1976-2016). Predict the reactants needed to synthesize the given product. (1) Given the product [N:25]([C:2]1[N:6]([CH2:7][CH2:8][CH2:9][C:10]([O:12][CH2:13][CH3:14])=[O:11])[C:5]2[C:15]([CH:20]([CH2:23][CH3:24])[CH2:21][CH3:22])=[CH:16][CH:17]=[C:18]([Cl:19])[C:4]=2[N:3]=1)=[N+:26]=[N-:27], predict the reactants needed to synthesize it. The reactants are: Cl[C:2]1[N:6]([CH2:7][CH2:8][CH2:9][C:10]([O:12][CH2:13][CH3:14])=[O:11])[C:5]2[C:15]([CH:20]([CH2:23][CH3:24])[CH2:21][CH3:22])=[CH:16][CH:17]=[C:18]([Cl:19])[C:4]=2[N:3]=1.[N-:25]=[N+:26]=[N-:27].[Na+].O. (2) Given the product [ClH:41].[F:40][C:2]([F:1])([F:39])[C:3]1[CH:4]=[C:5]([CH2:13][N:14]([CH3:38])[C:15]([N:17]2[CH2:29][CH2:28][C@:20]3([NH:24][C@@H:23]([C:25]([NH2:27])=[O:26])[CH2:22][CH2:21]3)[CH2:19][C@@H:18]2[C:30]2[CH:35]=[CH:34][C:33]([F:36])=[CH:32][C:31]=2[CH3:37])=[O:16])[CH:6]=[C:7]([C:9]([F:10])([F:12])[F:11])[CH:8]=1, predict the reactants needed to synthesize it. The reactants are: [F:1][C:2]([F:40])([F:39])[C:3]1[CH:4]=[C:5]([CH2:13][N:14]([CH3:38])[C:15]([N:17]2[CH2:29][CH2:28][C@:20]3([NH:24][C@@H:23]([C:25]([NH2:27])=[O:26])[CH2:22][CH2:21]3)[CH2:19][C@@H:18]2[C:30]2[CH:35]=[CH:34][C:33]([F:36])=[CH:32][C:31]=2[CH3:37])=[O:16])[CH:6]=[C:7]([C:9]([F:12])([F:11])[F:10])[CH:8]=1.[ClH:41]. (3) Given the product [CH3:15][C:14]1[N:13]([C:16]2[CH:21]=[CH:20][CH:19]=[CH:18][CH:17]=2)[N:12]=[C:11]2[C:10]=1[C:9]1[CH:8]=[CH:7][CH:6]=[CH:5][C:4]=1[N:3]=[CH:2]2, predict the reactants needed to synthesize it. The reactants are: Cl[C:2]1[C:11]2=[N:12][N:13]([C:16]3[CH:21]=[CH:20][CH:19]=[CH:18][CH:17]=3)[C:14]([CH3:15])=[C:10]2[C:9]2[CH:8]=[CH:7][CH:6]=[CH:5][C:4]=2[N:3]=1.C([O-])=O.[NH4+].C(O)C. (4) Given the product [C:13]([O:17][C:18]([NH:19][CH2:20][CH2:21][CH2:22][O:23][S:2]([CH3:1])(=[O:4])=[O:3])=[O:24])([CH3:16])([CH3:14])[CH3:15], predict the reactants needed to synthesize it. The reactants are: [CH3:1][S:2](Cl)(=[O:4])=[O:3].CCN(CC)CC.[C:13]([O:17][C:18](=[O:24])[NH:19][CH2:20][CH2:21][CH2:22][OH:23])([CH3:16])([CH3:15])[CH3:14]. (5) Given the product [CH2:13]([S:10]([N:9]([CH2:8][C:4]1[CH:5]=[N:6][CH:7]=[C:2]([C:22]2[N:21]([CH3:20])[C:29]3[C:24]([CH:23]=2)=[CH:25][CH:26]=[CH:27][CH:28]=3)[CH:3]=1)[S:10]([CH2:13][CH3:14])(=[O:11])=[O:12])(=[O:12])=[O:11])[CH3:14], predict the reactants needed to synthesize it. The reactants are: Br[C:2]1[CH:3]=[C:4]([CH2:8][NH:9][S:10]([CH:13](S(CC)(=O)=O)[CH3:14])(=[O:12])=[O:11])[CH:5]=[N:6][CH:7]=1.[CH3:20][N:21]1[C:29]2[C:24](=[CH:25][CH:26]=[CH:27][CH:28]=2)[CH:23]=[C:22]1B(O)O. (6) Given the product [CH:22]12[N:25]([C:26]3[CH:32]=[CH:31][C:29]([NH:30][C:16]([C:3]4[C:2](=[O:1])[C:11]5[C:6](=[CH:7][CH:8]=[CH:9][C:10]=5[C:12]([F:13])([F:14])[F:15])[NH:5][CH:4]=4)=[O:18])=[C:28]([C:33]([F:36])([F:34])[F:35])[CH:27]=3)[CH:19]([CH2:20][CH2:21]1)[CH2:24][CH2:23]2, predict the reactants needed to synthesize it. The reactants are: [O:1]=[C:2]1[C:11]2[C:6](=[CH:7][CH:8]=[CH:9][C:10]=2[C:12]([F:15])([F:14])[F:13])[NH:5][CH:4]=[C:3]1[C:16]([OH:18])=O.[CH:19]12[N:25]([C:26]3[CH:32]=[CH:31][C:29]([NH2:30])=[C:28]([C:33]([F:36])([F:35])[F:34])[CH:27]=3)[CH:22]([CH2:23][CH2:24]1)[CH2:21][CH2:20]2.N1C=CC=CC=1.